This data is from Full USPTO retrosynthesis dataset with 1.9M reactions from patents (1976-2016). The task is: Predict the reactants needed to synthesize the given product. (1) The reactants are: [CH3:1][C:2]1[N:3]=[C:4]2[C:9]([C:10]3[CH:33]=[CH:32][C:13]([O:14][C:15]4[N:19](COCC[Si](C)(C)C)[C:18]5[CH:28]=[CH:29][CH:30]=[CH:31][C:17]=5[N:16]=4)=[CH:12][CH:11]=3)=[CH:8][CH:7]=[CH:6][N:5]2[CH:34]=1. Given the product [CH3:1][C:2]1[N:3]=[C:4]2[C:9]([C:10]3[CH:33]=[CH:32][C:13]([O:14][C:15]4[NH:19][C:18]5[CH:28]=[CH:29][CH:30]=[CH:31][C:17]=5[N:16]=4)=[CH:12][CH:11]=3)=[CH:8][CH:7]=[CH:6][N:5]2[CH:34]=1, predict the reactants needed to synthesize it. (2) Given the product [NH2:1][C:2]1[C:11]2[CH:10]=[CH:9][CH:8]=[C:7]([C:22]3[C:23]([O:27][CH3:28])=[CH:24][CH:25]=[CH:26][C:21]=3[F:20])[C:6]=2[N:5]=[C:4]2[CH2:13][N:14]([CH:17]([CH3:19])[CH3:18])[C:15](=[O:16])[C:3]=12, predict the reactants needed to synthesize it. The reactants are: [NH2:1][C:2]1[C:11]2[CH:10]=[CH:9][CH:8]=[C:7](Br)[C:6]=2[N:5]=[C:4]2[CH2:13][N:14]([CH:17]([CH3:19])[CH3:18])[C:15](=[O:16])[C:3]=12.[F:20][C:21]1[CH:26]=[CH:25][CH:24]=[C:23]([O:27][CH3:28])[C:22]=1B(O)O. (3) Given the product [OH:32][CH:29]([CH2:28][N:22]1[CH2:27][CH2:26][O:25][CH2:24][CH2:23]1)[CH2:30][O:31][C:18]([N:11]1[C:12]2[C:17](=[CH:16][CH:15]=[CH:14][CH:13]=2)/[C:9](=[CH:8]/[C:3]2[NH:4][C:5]([CH3:7])=[CH:6][C:2]=2[CH3:1])/[C:10]1=[O:21])=[O:19], predict the reactants needed to synthesize it. The reactants are: [CH3:1][C:2]1[CH:6]=[C:5]([CH3:7])[NH:4][C:3]=1/[CH:8]=[C:9]1\[C:10](=[O:21])[N:11]([C:18](Cl)=[O:19])[C:12]2[C:17]\1=[CH:16][CH:15]=[CH:14][CH:13]=2.[N:22]1([CH2:28][CH:29]([OH:32])[CH2:30][OH:31])[CH2:27][CH2:26][O:25][CH2:24][CH2:23]1.N1C=CC=CC=1.